Dataset: Acute oral toxicity (LD50) regression data from Zhu et al.. Task: Regression/Classification. Given a drug SMILES string, predict its toxicity properties. Task type varies by dataset: regression for continuous values (e.g., LD50, hERG inhibition percentage) or binary classification for toxic/non-toxic outcomes (e.g., AMES mutagenicity, cardiotoxicity, hepatotoxicity). Dataset: ld50_zhu. (1) The drug is C=CC(=C)Cl. The rat oral LD50 is 2.29, given as -log10 of the dose in mol/kg body weight (higher means more acutely toxic). (2) The compound is CCN(CC)C(=O)C1CN2CCc3cc(OC)c(OC)cc3C2CC1OC(C)=O. The rat oral LD50 is 2.59, given as -log10 of the dose in mol/kg body weight (higher means more acutely toxic). (3) The compound is CCOP(=S)(OCC)Oc1cc(C)nc(C(C)C)n1. The rat oral LD50 is 3.66, given as -log10 of the dose in mol/kg body weight (higher means more acutely toxic). (4) The drug is CCCCCCCCCCCCCCCCCC1=NCCN1CCO. The rat oral LD50 is 1.97, given as -log10 of the dose in mol/kg body weight (higher means more acutely toxic). (5) The compound is CCC=O. The rat oral LD50 is 1.61, given as -log10 of the dose in mol/kg body weight (higher means more acutely toxic). (6) The compound is CC(C)CC(=O)OC1CCC(N2CCCCC2)CC1. The rat oral LD50 is 2.25, given as -log10 of the dose in mol/kg body weight (higher means more acutely toxic). (7) The compound is CNC(=O)Oc1ccccc1C1CCCC1. The rat oral LD50 is 3.07, given as -log10 of the dose in mol/kg body weight (higher means more acutely toxic). (8) The molecule is CCOP(=O)(NC(=S)Nc1ccccc1NC(=O)NS(=O)(=O)c1ccc(C)cc1)OCC. The rat oral LD50 is 3.60, given as -log10 of the dose in mol/kg body weight (higher means more acutely toxic). (9) The molecule is N#CCCCCCCC#N. The rat oral LD50 is 2.96, given as -log10 of the dose in mol/kg body weight (higher means more acutely toxic). (10) The molecule is Nc1ccc(O)cc1. The rat oral LD50 is 2.46, given as -log10 of the dose in mol/kg body weight (higher means more acutely toxic).